This data is from Reaction yield outcomes from USPTO patents with 853,638 reactions. The task is: Predict the reaction yield, written as a fraction of the theoretical maximum amount of product (1.0 means a 100% yield; for example, 0.34 means a 34% yield). (1) The reactants are [O:1]1[CH2:4][CH:3]([NH:5][C:6]2[C:7]([C:12]([O:14][CH2:15][CH3:16])=[O:13])=[N:8][CH:9]=[CH:10][CH:11]=2)[CH2:2]1.C1C(=O)N([Br:24])C(=O)C1. The catalyst is C(#N)C. The product is [Br:24][C:9]1[N:8]=[C:7]([C:12]([O:14][CH2:15][CH3:16])=[O:13])[C:6]([NH:5][CH:3]2[CH2:4][O:1][CH2:2]2)=[CH:11][CH:10]=1. The yield is 0.760. (2) The reactants are [Br:1][C:2]1[CH:7]=[CH:6][C:5]([F:8])=[C:4](I)[CH:3]=1.C([Li])CCC.CCCCCC.[CH2:21]([O:24][CH2:25][C:26](N(OC)C)=[O:27])[CH:22]=[CH2:23]. The catalyst is O1CCCC1. The product is [CH2:21]([O:24][CH2:25][C:26]([C:4]1[CH:3]=[C:2]([Br:1])[CH:7]=[CH:6][C:5]=1[F:8])=[O:27])[CH:22]=[CH2:23]. The yield is 0.640. (3) The reactants are Cl[CH2:2][CH2:3][CH2:4][CH2:5][O:6][CH3:7].[Mg].[CH:9]12[CH2:15][CH:12]([CH:13]=[CH:14]1)[CH2:11][CH:10]2[CH:16]=[O:17].Cl. The catalyst is O1CCCC1.O. The product is [OH:17][CH:16]([CH:10]1[CH2:11][CH:12]2[CH2:15][CH:9]1[CH:14]=[CH:13]2)[CH2:2][CH2:3][CH2:4][CH2:5][O:6][CH3:7]. The yield is 0.754. (4) The reactants are [C:1]1(=[O:11])[NH:5][C:4](=[O:6])[C:3]2=[CH:7][CH:8]=[CH:9][CH:10]=[C:2]12.O.[NH2:13]N.O. The catalyst is C(O)C. The product is [NH2:13][N:5]1[C:1](=[O:11])[C:2]2=[CH:10][CH:9]=[CH:8][CH:7]=[C:3]2[C:4]1=[O:6]. The yield is 0.420. (5) The reactants are [N:1]1[C:9]2[CH:8]=[CH:7][N:6]=[CH:5][C:4]=2[S:3][C:2]=1[C:10]1[CH:11]=[C:12]([CH:17]=[C:18]([NH:20][C:21](=[O:34])[C:22]2[CH:27]=[C:26]([O:28][CH3:29])[C:25]([O:30][CH3:31])=[C:24]([O:32][CH3:33])[CH:23]=2)[CH:19]=1)[C:13]([O:15]C)=[O:14].O.[OH-].[Na+].Cl. The catalyst is C1COCC1. The product is [N:1]1[C:9]2[CH:8]=[CH:7][N:6]=[CH:5][C:4]=2[S:3][C:2]=1[C:10]1[CH:11]=[C:12]([CH:17]=[C:18]([NH:20][C:21](=[O:34])[C:22]2[CH:23]=[C:24]([O:32][CH3:33])[C:25]([O:30][CH3:31])=[C:26]([O:28][CH3:29])[CH:27]=2)[CH:19]=1)[C:13]([OH:15])=[O:14]. The yield is 0.780. (6) The reactants are [C:1](Cl)(=[O:8])[C:2]1[CH:7]=[CH:6][CH:5]=[CH:4][CH:3]=1.[CH2:10]([O:17][C:18]1[CH:23]=[C:22]([O:24][CH2:25][C:26]2[CH:31]=[CH:30][CH:29]=[CH:28][CH:27]=2)[CH:21]=[CH:20][C:19]=1[CH:32]1[CH2:37][CH2:36][NH:35][CH2:34][CH2:33]1)[C:11]1[CH:16]=[CH:15][CH:14]=[CH:13][CH:12]=1. The catalyst is O1CCCC1.C(N(CC)C(C)C)(C)C. The product is [CH2:10]([O:17][C:18]1[CH:23]=[C:22]([O:24][CH2:25][C:26]2[CH:27]=[CH:28][CH:29]=[CH:30][CH:31]=2)[CH:21]=[CH:20][C:19]=1[CH:32]1[CH2:37][CH2:36][N:35]([C:1]([C:2]2[CH:7]=[CH:6][CH:5]=[CH:4][CH:3]=2)=[O:8])[CH2:34][CH2:33]1)[C:11]1[CH:12]=[CH:13][CH:14]=[CH:15][CH:16]=1. The yield is 0.800.